Dataset: Forward reaction prediction with 1.9M reactions from USPTO patents (1976-2016). Task: Predict the product of the given reaction. (1) Given the reactants [C:1]([O:5][C:6]([N:8]1[CH2:13][CH2:12][C@@H:11]([C:14]2[CH:36]=[CH:35][C:17]3[C:18]4[N:22]([CH2:23][CH2:24][O:25][C:16]=3[CH:15]=2)[CH:21]=[C:20]([C:26]2[N:27]([CH:32]([CH3:34])[CH3:33])[N:28]=[C:29]([CH3:31])[N:30]=2)[N:19]=4)[C@H:10]([OH:37])[CH2:9]1)=[O:7])([CH3:4])([CH3:3])[CH3:2].C1(P(C2C=CC=CC=2)C2C=CC=CC=2)C=CC=CC=1.[Cl:57][CH2:58][C:59](O)=[O:60].N(C(OCC)=O)=NC(OCC)=O, predict the reaction product. The product is: [C:1]([O:5][C:6]([N:8]1[CH2:13][CH2:12][C@H:11]([C:14]2[CH:36]=[CH:35][C:17]3[C:18]4[N:22]([CH2:23][CH2:24][O:25][C:16]=3[CH:15]=2)[CH:21]=[C:20]([C:26]2[N:27]([CH:32]([CH3:33])[CH3:34])[N:28]=[C:29]([CH3:31])[N:30]=2)[N:19]=4)[C@H:10]([O:37][C:59](=[O:60])[CH2:58][Cl:57])[CH2:9]1)=[O:7])([CH3:3])([CH3:2])[CH3:4]. (2) Given the reactants [O:1]=[C:2]([C@H:16]([CH3:32])[C@@H:17]([O:23][C:24]([O:26][CH2:27][C:28]([Cl:31])([Cl:30])[Cl:29])=[O:25])[C@@H:18]([CH3:22])[CH2:19][CH:20]=[CH2:21])[C:3]([CH3:15])([CH3:14])[C@@H:4]([OH:13])[CH2:5][C:6]([O:8][C:9]([CH3:12])([CH3:11])[CH3:10])=[O:7].N1C=CN=C1.[CH2:38]([Si:40](Cl)([CH2:43][CH3:44])[CH2:41][CH3:42])[CH3:39].O, predict the reaction product. The product is: [O:1]=[C:2]([C@H:16]([CH3:32])[C@@H:17]([O:23][C:24]([O:26][CH2:27][C:28]([Cl:29])([Cl:30])[Cl:31])=[O:25])[C@@H:18]([CH3:22])[CH2:19][CH:20]=[CH2:21])[C:3]([CH3:14])([CH3:15])[C@@H:4]([O:13][Si:40]([CH2:43][CH3:44])([CH2:41][CH3:42])[CH2:38][CH3:39])[CH2:5][C:6]([O:8][C:9]([CH3:12])([CH3:11])[CH3:10])=[O:7]. (3) Given the reactants [Cl:1][C:2]1[CH:10]=[C:9]([N:11]2[CH2:16][CH2:15][O:14][CH2:13][S:12]2(=[O:18])=[O:17])[CH:8]=[CH:7][C:3]=1[C:4]([OH:6])=O.[Cl:19][C:20]1[CH:26]=[CH:25][C:23]([NH2:24])=[CH:22][C:21]=1[C:27]1[N:36]=[CH:35][CH:34]=[C:33]2[C:28]=1[CH:29]=[CH:30][CH:31]=[N:32]2.CN(C(ON1N=NC2C=CC=NC1=2)=[N+](C)C)C.F[P-](F)(F)(F)(F)F.CCN(C(C)C)C(C)C, predict the reaction product. The product is: [Cl:1][C:2]1[CH:10]=[C:9]([N:11]2[CH2:16][CH2:15][O:14][CH2:13][S:12]2(=[O:18])=[O:17])[CH:8]=[CH:7][C:3]=1[C:4]([NH:24][C:23]1[CH:25]=[CH:26][C:20]([Cl:19])=[C:21]([C:27]2[N:36]=[CH:35][CH:34]=[C:33]3[C:28]=2[CH:29]=[CH:30][CH:31]=[N:32]3)[CH:22]=1)=[O:6]. (4) The product is: [CH3:1][N:2]([C:18]1[CH:19]=[CH:20][CH:21]=[C:22]2[C:26]=1[NH:25][C:24]([C:27]1[S:28][CH:29]=[CH:30][N:31]=1)=[CH:23]2)[S:3]([C:6]1[CH:10]=[CH:9][S:8][C:7]=1[CH2:11][S:12][CH2:13][C:14]([OH:16])=[O:15])(=[O:5])=[O:4]. Given the reactants [CH3:1][N:2]([C:18]1[CH:19]=[CH:20][CH:21]=[C:22]2[C:26]=1[NH:25][C:24]([C:27]1[S:28][CH:29]=[CH:30][N:31]=1)=[CH:23]2)[S:3]([C:6]1[CH:10]=[CH:9][S:8][C:7]=1[CH2:11][S:12][CH2:13][C:14]([O:16]C)=[O:15])(=[O:5])=[O:4].[OH-].[Na+], predict the reaction product. (5) Given the reactants [NH2:1][C:2]1[CH:3]=[N:4][N:5]([CH3:26])[C:6]=1[C:7]1[CH:8]=[C:9]([C@@H:14]([NH:18][C:19](=[O:25])[O:20][C:21]([CH3:24])([CH3:23])[CH3:22])[CH2:15][CH:16]=[CH2:17])[CH:10]=[C:11]([F:13])[CH:12]=1.[CH3:27][C@H:28]([CH:32]=[CH2:33])[C:29](O)=[O:30].C(P1(=O)OP(CCC)(=O)OP(CCC)(=O)O1)CC.CCN(C(C)C)C(C)C, predict the reaction product. The product is: [F:13][C:11]1[CH:10]=[C:9]([C@@H:14]([NH:18][C:19](=[O:25])[O:20][C:21]([CH3:22])([CH3:24])[CH3:23])[CH2:15][CH:16]=[CH2:17])[CH:8]=[C:7]([C:6]2[N:5]([CH3:26])[N:4]=[CH:3][C:2]=2[NH:1][C:29](=[O:30])[C@H:28]([CH3:27])[CH:32]=[CH2:33])[CH:12]=1. (6) Given the reactants [F:1][C:2]1[CH:3]=[C:4]([C:9]2[CH:14]=[CH:13][C:12]([C:15]3[C:24]4[C:19](=[CH:20][C:21]([S:25](OC5C(F)=C(F)C(F)=C(F)C=5F)(=[O:27])=[O:26])=[CH:22][CH:23]=4)[CH:18]=[CH:17][N:16]=3)=[C:11]([O:40][CH3:41])[CH:10]=2)[CH:5]=[C:6]([F:8])[CH:7]=1.[O:42]1[CH:46]=[N:45][N:44]=[C:43]1[NH2:47].C(=O)([O-])[O-].[Cs+].[Cs+].C(#N)C, predict the reaction product. The product is: [F:1][C:2]1[CH:3]=[C:4]([C:9]2[CH:14]=[CH:13][C:12]([C:15]3[C:24]4[C:19](=[CH:20][C:21]([S:25]([NH:47][C:43]5[O:42][CH:46]=[N:45][N:44]=5)(=[O:27])=[O:26])=[CH:22][CH:23]=4)[CH:18]=[CH:17][N:16]=3)=[C:11]([O:40][CH3:41])[CH:10]=2)[CH:5]=[C:6]([F:8])[CH:7]=1.